This data is from Forward reaction prediction with 1.9M reactions from USPTO patents (1976-2016). The task is: Predict the product of the given reaction. (1) Given the reactants [OH:1][C:2]1([C:6]2[S:7][C:8]([C:11]3[CH:12]=[C:13]([NH:18][C:19]4[N:24]=[C:23]([O:25][C:26]([CH3:35])([CH3:34])[C:27]([O:29]C(C)(C)C)=[O:28])[CH:22]=[CH:21][N:20]=4)[CH:14]=[C:15]([CH3:17])[CH:16]=3)=[CH:9][N:10]=2)[CH2:5][CH2:4][CH2:3]1.FC(F)(F)C(O)=O, predict the reaction product. The product is: [OH:1][C:2]1([C:6]2[S:7][C:8]([C:11]3[CH:12]=[C:13]([NH:18][C:19]4[N:24]=[C:23]([O:25][C:26]([CH3:35])([CH3:34])[C:27]([OH:29])=[O:28])[CH:22]=[CH:21][N:20]=4)[CH:14]=[C:15]([CH3:17])[CH:16]=3)=[CH:9][N:10]=2)[CH2:5][CH2:4][CH2:3]1. (2) Given the reactants [CH3:1][N:2]1[CH2:19][CH:18]2[CH:4]([C:5]3[CH:6]=[CH:7][CH:8]=[CH:9][C:10]=3[O:11][C:12]3[CH:13]=[CH:14][C:15]([Cl:20])=[CH:16][C:17]=32)[CH2:3]1.[C:21]([OH:33])(=[O:32])[CH2:22][C:23]([CH2:28][C:29]([OH:31])=[O:30])([C:25]([OH:27])=[O:26])[OH:24], predict the reaction product. The product is: [CH3:1][N:2]1[CH2:19][CH:18]2[CH:4]([C:5]3[CH:6]=[CH:7][CH:8]=[CH:9][C:10]=3[O:11][C:12]3[CH:13]=[CH:14][C:15]([Cl:20])=[CH:16][C:17]=32)[CH2:3]1.[C:21]([O-:33])(=[O:32])[CH2:22][C:23]([CH2:28][C:29]([O-:31])=[O:30])([C:25]([O-:27])=[O:26])[OH:24]. (3) Given the reactants ClC1C=CC(Cl)=CC=1C1C(Cl)=CC(OC)=C(C(OC)=O)C=1.C(OC([N:29]1[CH2:34][CH2:33][N:32]([C:35]([C:37]2[CH:38]=[C:39]([C:46]3[CH:51]=[C:50]([Cl:52])[CH:49]=[CH:48][C:47]=3[Cl:53])[C:40]([Cl:45])=[CH:41][C:42]=2[O:43][CH3:44])=[O:36])[CH:31]([CH2:54][OH:55])[CH2:30]1)=O)(C)(C)C.[C:56]([OH:60])(=O)[CH:57]=[CH2:58].F[P-](F)(F)(F)(F)F.N1(O[P+](N(C)C)(N(C)C)N(C)C)C2C=CC=CC=2N=N1.CCN(C(C)C)C(C)C, predict the reaction product. The product is: [OH:55][CH2:54][CH:31]1[N:32]([C:35]([C:37]2[CH:38]=[C:39]([C:46]3[CH:51]=[C:50]([Cl:52])[CH:49]=[CH:48][C:47]=3[Cl:53])[C:40]([Cl:45])=[CH:41][C:42]=2[O:43][CH3:44])=[O:36])[CH2:33][CH2:34][N:29]([C:56](=[O:60])[CH:57]=[CH2:58])[CH2:30]1.